From a dataset of Peptide-MHC class II binding affinity with 134,281 pairs from IEDB. Regression. Given a peptide amino acid sequence and an MHC pseudo amino acid sequence, predict their binding affinity value. This is MHC class II binding data. (1) The peptide sequence is QYIKANSKFIGITE. The MHC is DRB1_1501 with pseudo-sequence DRB1_1501. The binding affinity (normalized) is 0.0728. (2) The peptide sequence is KHLAVLVKYEGDTMA. The MHC is DRB5_0101 with pseudo-sequence DRB5_0101. The binding affinity (normalized) is 0.174. (3) The peptide sequence is PLGLLLKNLTTSSYV. The MHC is DRB1_1101 with pseudo-sequence DRB1_1101. The binding affinity (normalized) is 0.783. (4) The peptide sequence is TDRATLNPWASQKH. The MHC is DRB1_1302 with pseudo-sequence DRB1_1302. The binding affinity (normalized) is 0.262. (5) The binding affinity (normalized) is 0.244. The peptide sequence is YKAAVDLSHFLKEKGGL. The MHC is DRB1_0802 with pseudo-sequence DRB1_0802.